This data is from Forward reaction prediction with 1.9M reactions from USPTO patents (1976-2016). The task is: Predict the product of the given reaction. (1) Given the reactants [CH3:1][O:2][C:3](=[O:25])[CH2:4][C:5]1[CH:6]=[C:7]([C:13]2[CH:18]=[C:17]([O:19][CH3:20])[CH:16]=[CH:15][C:14]=2[CH2:21][NH:22][CH2:23][CH3:24])[C:8]([O:11][CH3:12])=[CH:9][CH:10]=1.[CH2:26]([N:33]=[C:34]=[O:35])[C:27]1[CH:32]=[CH:31][CH:30]=[CH:29][CH:28]=1, predict the reaction product. The product is: [CH3:1][O:2][C:3](=[O:25])[CH2:4][C:5]1[CH:6]=[C:7]([C:13]2[CH:18]=[C:17]([O:19][CH3:20])[CH:16]=[CH:15][C:14]=2[CH2:21][N:22]([CH2:23][CH3:24])[C:34]([NH:33][CH2:26][C:27]2[CH:32]=[CH:31][CH:30]=[CH:29][CH:28]=2)=[O:35])[C:8]([O:11][CH3:12])=[CH:9][CH:10]=1. (2) Given the reactants [NH2:1][C:2]1[C:7]([C:8]2([C:11](OCC)=[O:12])[CH2:10][CH2:9]2)=[CH:6][N:5]=[C:4]([C:16]2[C:24]3[C:19](=[N:20][CH:21]=[CH:22][CH:23]=3)[N:18]([CH2:25][C:26]3[CH:31]=[CH:30][C:29]([F:32])=[CH:28][C:27]=3[F:33])[N:17]=2)[N:3]=1.CC(C)([O-])C.[K+].O.C(O)(=O)C, predict the reaction product. The product is: [F:33][C:27]1[CH:28]=[C:29]([F:32])[CH:30]=[CH:31][C:26]=1[CH2:25][N:18]1[C:19]2=[N:20][CH:21]=[CH:22][CH:23]=[C:24]2[C:16]([C:4]2[N:5]=[CH:6][C:7]3[C:8]4([CH2:9][CH2:10]4)[C:11](=[O:12])[NH:1][C:2]=3[N:3]=2)=[N:17]1. (3) Given the reactants C(N(CC)CC)C.[Cl:8][C:9]1[CH:10]=[C:11]([NH:16][C:17]2[C:26]3[C:21](=[CH:22][C:23]([O:39][CH2:40][CH:41]4[CH2:43][CH2:42]4)=[C:24]([NH:27][C:28](=[O:38])[CH:29]=[CH:30][CH2:31][N:32]4[CH2:37][CH2:36][NH:35][CH2:34][CH2:33]4)[CH:25]=3)[N:20]=[CH:19][N:18]=2)[CH:12]=[CH:13][C:14]=1[F:15].Br[CH:45]1[CH2:49][CH2:48][O:47][C:46]1=[O:50], predict the reaction product. The product is: [Cl:8][C:9]1[CH:10]=[C:11]([NH:16][C:17]2[C:26]3[C:21](=[CH:22][C:23]([O:39][CH2:40][CH:41]4[CH2:42][CH2:43]4)=[C:24]([NH:27][C:28](=[O:38])[CH:29]=[CH:30][CH2:31][N:32]4[CH2:37][CH2:36][N:35]([CH:45]5[CH2:49][CH2:48][O:47][C:46]5=[O:50])[CH2:34][CH2:33]4)[CH:25]=3)[N:20]=[CH:19][N:18]=2)[CH:12]=[CH:13][C:14]=1[F:15]. (4) The product is: [C:29]([C:31]1([C:34]([N:20]2[CH2:21][CH2:22][C:16]3[C:15]([N:23]4[CH2:24][CH2:25][O:26][CH2:27][CH2:28]4)=[N:14][C:13]([C:10]4[CH:9]=[CH:8][C:7]([NH:6][C:4]([NH:3][CH2:1][CH3:2])=[O:5])=[CH:12][CH:11]=4)=[N:18][C:17]=3[CH2:19]2)=[O:35])[CH2:33][CH2:32]1)#[N:30]. Given the reactants [CH2:1]([NH:3][C:4]([NH:6][C:7]1[CH:12]=[CH:11][C:10]([C:13]2[N:14]=[C:15]([N:23]3[CH2:28][CH2:27][O:26][CH2:25][CH2:24]3)[C:16]3[CH2:22][CH2:21][NH:20][CH2:19][C:17]=3[N:18]=2)=[CH:9][CH:8]=1)=[O:5])[CH3:2].[C:29]([C:31]1([C:34](O)=[O:35])[CH2:33][CH2:32]1)#[N:30], predict the reaction product. (5) Given the reactants [Li]CCCC.C(NC(C)C)(C)C.[C:13]([O:21][CH3:22])(=[O:20])[CH2:14][CH2:15][CH2:16][C:17]([O-:19])=[O:18].Br[CH2:24][C:25]([O:27][C:28]([CH3:31])([CH3:30])[CH3:29])=[O:26], predict the reaction product. The product is: [C:28]([O:27][C:25](=[O:26])[CH2:24][CH:14]([C:13]([O:21][CH3:22])=[O:20])[CH2:15][CH2:16][C:17]([OH:19])=[O:18])([CH3:31])([CH3:30])[CH3:29]. (6) Given the reactants [Si:1]([O:8][CH2:9][C@@H:10]([N:16]([CH2:24][C:25](=[O:29])/[CH:26]=C/C)[C:17](=[O:23])[O:18][C:19]([CH3:22])([CH3:21])[CH3:20])[C:11]([CH:13]1[CH2:15][CH2:14]1)=C)([C:4]([CH3:7])([CH3:6])[CH3:5])([CH3:3])[CH3:2].[Si](OC[C@@H]1C=C(C)C(=O)CN1C(OC(C)(C)C)=O)(C(C)(C)C)(C)C, predict the reaction product. The product is: [Si:1]([O:8][CH2:9][C@@H:10]1[C:11]([CH:13]2[CH2:15][CH2:14]2)=[CH:26][C:25](=[O:29])[CH2:24][N:16]1[C:17]([O:18][C:19]([CH3:22])([CH3:21])[CH3:20])=[O:23])([C:4]([CH3:6])([CH3:5])[CH3:7])([CH3:2])[CH3:3]. (7) Given the reactants [F:1][C:2]1[C:12]2[CH2:11][CH2:10][CH2:9][CH2:8][NH:7][C:6]=2[C:5]([NH2:13])=[CH:4][CH:3]=1.[C:14]([O:18][C:19]([NH:21][C@@H:22]([CH3:26])[C:23](O)=[O:24])=[O:20])([CH3:17])([CH3:16])[CH3:15].C1C=NC2N(O)N=NC=2C=1.CCN=C=NCCCN(C)C.Cl, predict the reaction product. The product is: [C:14]([O:18][C:19](=[O:20])[NH:21][C@H:22]([C:23](=[O:24])[NH:13][C:5]1[C:6]2[NH:7][CH2:8][CH2:9][CH2:10][CH2:11][C:12]=2[C:2]([F:1])=[CH:3][CH:4]=1)[CH3:26])([CH3:15])([CH3:16])[CH3:17]. (8) The product is: [F:1][C:2]1[CH:7]=[CH:6][C:5]([O:8][C:9](=[O:42])[N:10]([C@H:13]2[C@H:17]([C:18]3[CH:19]=[CH:20][C:21]([Cl:24])=[CH:22][CH:23]=3)[CH2:16][N:15]([C:25]([CH:27]3[CH2:32][CH2:31][N:30]([C:33]4[CH:38]=[CH:37][C:36]([CH:39]([OH:41])[CH3:40])=[CH:35][N:34]=4)[CH2:29][CH2:28]3)=[O:26])[CH2:14]2)[CH2:11][CH3:12])=[CH:4][CH:3]=1. Given the reactants [F:1][C:2]1[CH:7]=[CH:6][C:5]([O:8][C:9](=[O:42])[N:10]([C@H:13]2[C@H:17]([C:18]3[CH:23]=[CH:22][C:21]([Cl:24])=[CH:20][CH:19]=3)[CH2:16][N:15]([C:25]([CH:27]3[CH2:32][CH2:31][N:30]([C:33]4[CH:38]=[CH:37][C:36]([C:39](=[O:41])[CH3:40])=[CH:35][N:34]=4)[CH2:29][CH2:28]3)=[O:26])[CH2:14]2)[CH2:11][CH3:12])=[CH:4][CH:3]=1.[BH4-].[Na+].O, predict the reaction product.